From a dataset of Forward reaction prediction with 1.9M reactions from USPTO patents (1976-2016). Predict the product of the given reaction. (1) Given the reactants [CH2:1]([CH:4]1[CH2:9][CH2:8][N:7]([C:10]([O:12][CH2:13][C:14]2[CH:19]=[CH:18][C:17]([N+:20]([O-:22])=[O:21])=[CH:16][CH:15]=2)=[O:11])[CH2:6][CH2:5]1)[C:2]#[CH:3].I[C:24]1[N:25]=[C:26]([NH2:42])[C:27]2[N:28]=[CH:29][N:30]([C:40]=2[N:41]=1)[C@@H:31]1[O:39][C@H:36]([CH2:37][OH:38])[C@@H:34]([OH:35])[C@H:32]1[OH:33], predict the reaction product. The product is: [N+:20]([C:17]1[CH:18]=[CH:19][C:14]([CH2:13][O:12][C:10]([N:7]2[CH2:6][CH2:5][CH:4]([CH2:1][C:2]#[C:3][C:24]3[N:25]=[C:26]([NH2:42])[C:27]4[N:28]=[CH:29][N:30]([C:40]=4[N:41]=3)[C@@H:31]3[O:39][C@H:36]([CH2:37][OH:38])[C@@H:34]([OH:35])[C@H:32]3[OH:33])[CH2:9][CH2:8]2)=[O:11])=[CH:15][CH:16]=1)([O-:22])=[O:21]. (2) The product is: [Br:21][C:16]1[CH:17]=[CH:18][CH:19]=[CH:20][C:15]=1[O:14][C:12]1[CH2:13][N:9]([C@@H:4]([CH2:5][CH:6]([CH3:8])[CH3:7])[C:3]([OH:23])=[O:2])[C:10](=[O:22])[CH:11]=1. Given the reactants C[O:2][C:3](=[O:23])[C@@H:4]([N:9]1[CH2:13][C:12]([O:14][C:15]2[CH:20]=[CH:19][CH:18]=[CH:17][C:16]=2[Br:21])=[CH:11][C:10]1=[O:22])[CH2:5][CH:6]([CH3:8])[CH3:7].O.[OH-].[Li+], predict the reaction product. (3) Given the reactants [Br:1][C:2]1[C:3]([N:21]([CH3:26])[S:22]([CH3:25])(=[O:24])=[O:23])=[CH:4][C:5]2[O:9][C:8]([C:10]3[CH2:14][CH2:13][CH2:12][CH:11]=3)=[C:7]([C:15]([O:17]CC)=[O:16])[C:6]=2[CH:20]=1.[Li+].[OH-], predict the reaction product. The product is: [Br:1][C:2]1[C:3]([N:21]([CH3:26])[S:22]([CH3:25])(=[O:23])=[O:24])=[CH:4][C:5]2[O:9][C:8]([C:10]3[CH2:14][CH2:13][CH2:12][CH:11]=3)=[C:7]([C:15]([OH:17])=[O:16])[C:6]=2[CH:20]=1.